Dataset: Catalyst prediction with 721,799 reactions and 888 catalyst types from USPTO. Task: Predict which catalyst facilitates the given reaction. Reactant: CC1C=CN=C(NC2N=C(C3OC(NCC4C=CN=CC=4)=NC=3)C=CC=2)C=1.Cl[C:29]1[O:30][C:31]([C:34]2[N:39]=[C:38]([NH:40][C:41]3[S:42][C:43]([CH3:46])=[CH:44][N:45]=3)[CH:37]=[CH:36][CH:35]=2)=[CH:32][N:33]=1.[O:47]=[C:48]1[CH2:53][NH:52][CH2:51][CH2:50][NH:49]1. Product: [CH3:46][C:43]1[S:42][C:41]([NH:40][C:38]2[N:39]=[C:34]([C:31]3[O:30][C:29]([N:52]4[CH2:51][CH2:50][NH:49][C:48](=[O:47])[CH2:53]4)=[N:33][CH:32]=3)[CH:35]=[CH:36][CH:37]=2)=[N:45][CH:44]=1. The catalyst class is: 41.